The task is: Predict the product of the given reaction.. This data is from Forward reaction prediction with 1.9M reactions from USPTO patents (1976-2016). (1) Given the reactants [CH3:1][C:2]1[N:7]=[C:6]2[S:8][C:9]3[CH2:14][CH2:13][CH2:12][CH2:11][C:10]=3[C:5]2=[C:4]([C:15]2[CH:20]=[CH:19][C:18]([CH3:21])=[CH:17][CH:16]=2)[C:3]=1[CH:22]([O:27][CH2:28][CH3:29])[C:23]([O:25]C)=[O:24].[OH-].[Na+], predict the reaction product. The product is: [CH3:1][C:2]1[N:7]=[C:6]2[S:8][C:9]3[CH2:14][CH2:13][CH2:12][CH2:11][C:10]=3[C:5]2=[C:4]([C:15]2[CH:20]=[CH:19][C:18]([CH3:21])=[CH:17][CH:16]=2)[C:3]=1[CH:22]([O:27][CH2:28][CH3:29])[C:23]([OH:25])=[O:24]. (2) Given the reactants Cl[CH:2]1[CH2:7][CH2:6][CH2:5][CH2:4][C:3]1=O.[CH3:9][C:10]1[CH:11]=[C:12]([CH:14]=[C:15]([CH3:17])[CH:16]=1)[NH2:13], predict the reaction product. The product is: [CH3:9][C:10]1[CH:16]=[C:15]([CH3:17])[CH:14]=[C:12]2[C:11]=1[C:2]1[CH2:7][CH2:6][CH2:5][CH2:4][C:3]=1[NH:13]2.